From a dataset of Reaction yield outcomes from USPTO patents with 853,638 reactions. Predict the reaction yield, written as a fraction of the theoretical maximum amount of product (1.0 means a 100% yield; for example, 0.34 means a 34% yield). (1) The yield is 0.890. The product is [C:54]1([NH:53][C:17]([C:15]2[CH:14]=[CH:13][C:5]3[N:6]([CH2:7][O:8][CH2:9][CH2:10][O:11][CH3:12])[C:2]([Cl:1])=[N:3][C:4]=3[CH:16]=2)=[O:19])[CH:59]=[CH:58][CH:57]=[CH:56][CH:55]=1. The reactants are [Cl:1][C:2]1[N:6]([CH2:7][O:8][CH2:9][CH2:10][O:11][CH3:12])[C:5]2[CH:13]=[CH:14][C:15]([C:17]([OH:19])=O)=[CH:16][C:4]=2[N:3]=1.CN(C(ON1N=NC2C=CC=NC1=2)=[N+](C)C)C.F[P-](F)(F)(F)(F)F.CCN(C(C)C)C(C)C.[NH2:53][C:54]1[CH:59]=[CH:58][CH:57]=[CH:56][CH:55]=1. The catalyst is O.C(#N)C. (2) The reactants are [C:1]([O:5][C:6]([N:8]1[CH2:12][C@@H:11]([N:13]([CH2:21][C:22]2[CH:27]=[C:26]([C:28]([F:31])([F:30])[F:29])[CH:25]=[C:24]([C:32]([F:35])([F:34])[F:33])[CH:23]=2)[C:14]2[N:19]=[CH:18][C:17](Br)=[CH:16][N:15]=2)[CH2:10][C@H:9]1[CH2:36][CH3:37])=[O:7])([CH3:4])([CH3:3])[CH3:2].[NH:38]1[CH2:43][CH2:42][O:41][CH2:40][CH2:39]1.C(P(C(C)(C)C)C1C=CC=CC=1C1C=CC=CC=1)(C)(C)C.CC(C)([O-])C.[Na+]. The catalyst is C1(C)C=CC=CC=1.C1C=CC(/C=C/C(/C=C/C2C=CC=CC=2)=O)=CC=1.C1C=CC(/C=C/C(/C=C/C2C=CC=CC=2)=O)=CC=1.C1C=CC(/C=C/C(/C=C/C2C=CC=CC=2)=O)=CC=1.[Pd].[Pd]. The product is [C:1]([O:5][C:6]([N:8]1[CH2:12][C@@H:11]([N:13]([CH2:21][C:22]2[CH:27]=[C:26]([C:28]([F:31])([F:30])[F:29])[CH:25]=[C:24]([C:32]([F:35])([F:34])[F:33])[CH:23]=2)[C:14]2[N:19]=[CH:18][C:17]([N:38]3[CH2:43][CH2:42][O:41][CH2:40][CH2:39]3)=[CH:16][N:15]=2)[CH2:10][C@H:9]1[CH2:36][CH3:37])=[O:7])([CH3:4])([CH3:3])[CH3:2]. The yield is 0.820. (3) The reactants are C([C:4]1[CH:5]=[C:6]([N:10]([CH3:14])[C:11](=[O:13])[CH3:12])[CH:7]=[CH:8][CH:9]=1)(=O)C.CO[CH:17](OC)[N:18]([CH3:20])[CH3:19].[C:23](OCC)(=[O:25])[CH3:24]. The catalyst is CCCCCCC. The product is [CH3:19][N:18]([CH3:20])[CH:17]=[CH:24][C:23]([C:5]1[CH:4]=[CH:9][CH:8]=[CH:7][C:6]=1[N:10]([CH3:14])[C:11](=[O:13])[CH3:12])=[O:25]. The yield is 0.910. (4) The reactants are [CH:1]1([CH:7]([NH:24][C:25]2[CH:30]=[CH:29][C:28]([C:31]([NH:33][CH2:34][CH2:35][C:36]([O:38][CH2:39][CH3:40])=[O:37])=[O:32])=[CH:27][CH:26]=2)[C:8]2[O:9][C:10]3[CH:17]=[CH:16][C:15]([O:18][CH2:19][CH2:20][CH2:21]SC)=[CH:14][C:11]=3[C:12]=2[CH3:13])[CH2:6][CH2:5][CH2:4][CH2:3][CH2:2]1.Cl[C:42]1C=CC=C(C(OO)=O)C=1.[S:52]([O-:55])([O-])=[O:53].[Na+].[Na+]. The catalyst is CC(C)=O. The product is [CH:1]1([CH:7]([NH:24][C:25]2[CH:30]=[CH:29][C:28]([C:31]([NH:33][CH2:34][CH2:35][C:36]([O:38][CH2:39][CH3:40])=[O:37])=[O:32])=[CH:27][CH:26]=2)[C:8]2[O:9][C:10]3[CH:17]=[CH:16][C:15]([O:18][CH2:19][CH2:20][CH2:21][S:52]([CH3:42])(=[O:55])=[O:53])=[CH:14][C:11]=3[C:12]=2[CH3:13])[CH2:6][CH2:5][CH2:4][CH2:3][CH2:2]1. The yield is 0.680. (5) The reactants are [Si]([O:8][C@@H:9]1[C@@:44]2([CH3:45])[C:13](=[CH:14][CH:15]=[C:16]3[C@@H:43]2[CH2:42][CH2:41][C@@:40]2([CH3:46])[C@H:17]3[CH2:18][CH:19]=[C:20]2[C@@H:21]([O:23][CH2:24]/[CH:25]=[CH:26]\[C:27]([CH2:38][CH3:39])([O:30][Si](CC)(CC)CC)[CH2:28][CH3:29])[CH3:22])[CH2:12][C@@H:11]([O:47][Si](C(C)(C)C)(C)C)[CH2:10]1)(C(C)(C)C)(C)C.[F-].C([N+](CCCC)(CCCC)CCCC)CCC. The catalyst is O1CCCC1. The product is [OH:8][C@@H:9]1[C@@:44]2([CH3:45])[C:13](=[CH:14][CH:15]=[C:16]3[C@@H:43]2[CH2:42][CH2:41][C@@:40]2([CH3:46])[C@H:17]3[CH2:18][CH:19]=[C:20]2[C@@H:21]([O:23][CH2:24]/[CH:25]=[CH:26]\[C:27]([CH2:38][CH3:39])([OH:30])[CH2:28][CH3:29])[CH3:22])[CH2:12][C@@H:11]([OH:47])[CH2:10]1. The yield is 0.940. (6) The reactants are Cl.[F:2][C:3]1[CH:26]=[CH:25][C:6]([C:7]([NH:9][C:10]2[C:11]3[CH2:22][NH:21][C:20]([CH3:24])([CH3:23])[C:12]=3[N:13]([C:15]([O:17][CH2:18][CH3:19])=[O:16])[N:14]=2)=[O:8])=[CH:5][CH:4]=1.C(N(CC)C(C)C)(C)C.[C:36](Cl)(=[O:41])[C:37]([CH3:40])([CH3:39])[CH3:38].CCOC(C)=O.CCCCCC. The catalyst is ClCCl. The product is [CH3:38][C:37]([CH3:40])([CH3:39])[C:36]([N:21]1[CH2:22][C:11]2[C:10]([NH:9][C:7](=[O:8])[C:6]3[CH:5]=[CH:4][C:3]([F:2])=[CH:26][CH:25]=3)=[N:14][N:13]([C:15]([O:17][CH2:18][CH3:19])=[O:16])[C:12]=2[C:20]1([CH3:23])[CH3:24])=[O:41]. The yield is 0.820. (7) The reactants are [CH2:1]([O:3][CH:4]([O:15][CH2:16][CH3:17])[C:5]#[C:6][CH:7]([C:9]1[CH:14]=[CH:13][CH:12]=[CH:11][CH:10]=1)[OH:8])[CH3:2]. The catalyst is ClCCl.O=[Mn]=O. The product is [CH2:16]([O:15][CH:4]([O:3][CH2:1][CH3:2])[C:5]#[C:6][C:7]([C:9]1[CH:14]=[CH:13][CH:12]=[CH:11][CH:10]=1)=[O:8])[CH3:17]. The yield is 0.840.